This data is from Peptide-MHC class I binding affinity with 185,985 pairs from IEDB/IMGT. The task is: Regression. Given a peptide amino acid sequence and an MHC pseudo amino acid sequence, predict their binding affinity value. This is MHC class I binding data. (1) The peptide sequence is RVVEPIKQI. The MHC is HLA-A02:01 with pseudo-sequence HLA-A02:01. The binding affinity (normalized) is 0.0847. (2) The peptide sequence is FYLCFLAFL. The MHC is HLA-A01:01 with pseudo-sequence HLA-A01:01. The binding affinity (normalized) is 0.103.